Dataset: Full USPTO retrosynthesis dataset with 1.9M reactions from patents (1976-2016). Task: Predict the reactants needed to synthesize the given product. (1) Given the product [F:18][C:19]1[CH:24]=[CH:23][CH:22]=[CH:21][C:20]=1[O:25][C:2]1[CH:7]=[C:6]([O:8][CH2:9][C:10]#[CH:11])[N:5]=[CH:4][N:3]=1, predict the reactants needed to synthesize it. The reactants are: Cl[C:2]1[CH:7]=[C:6]([O:8][CH2:9][C:10]#[CH:11])[N:5]=[CH:4][N:3]=1.C(=O)([O-])[O-].[K+].[K+].[F:18][C:19]1[CH:24]=[CH:23][CH:22]=[CH:21][C:20]=1[OH:25].[Cl-].[NH4+]. (2) Given the product [CH:13]1([C:9]2[CH:8]=[C:7]([C:16]([O:18][CH3:19])=[O:17])[C:6](=[O:20])[N:5]3[C:10]=2[C:11]([CH3:12])=[C:2]([C:26]2[CH:25]=[CH:24][N:23]=[C:22]([F:21])[CH:27]=2)[CH:3]=[CH:4]3)[CH2:15][CH2:14]1, predict the reactants needed to synthesize it. The reactants are: Cl[C:2]1[CH:3]=[CH:4][N:5]2[C:10]([C:11]=1[CH3:12])=[C:9]([CH:13]1[CH2:15][CH2:14]1)[CH:8]=[C:7]([C:16]([O:18][CH3:19])=[O:17])[C:6]2=[O:20].[F:21][C:22]1[CH:27]=[C:26](B(O)O)[CH:25]=[CH:24][N:23]=1. (3) Given the product [C:23]([C:25]1([C:28]([NH:19][NH:18][C:16](=[O:17])[C:15]2[CH:20]=[CH:21][CH:22]=[C:13]([CH2:1][CH2:2][CH2:3][CH2:4][CH2:5][CH2:6][CH2:7][CH2:8][CH2:9][CH2:10][CH2:11][CH3:12])[CH:14]=2)=[O:30])[CH2:26][CH2:27]1)#[N:24], predict the reactants needed to synthesize it. The reactants are: [CH2:1]([C:13]1[CH:14]=[C:15]([CH:20]=[CH:21][CH:22]=1)[C:16]([NH:18][NH2:19])=[O:17])[CH2:2][CH2:3][CH2:4][CH2:5][CH2:6][CH2:7][CH2:8][CH2:9][CH2:10][CH2:11][CH3:12].[C:23]([CH:25]([C:28]([OH:30])=O)[CH2:26][CH3:27])#[N:24]. (4) Given the product [NH2:48][C:47]1[N:32]=[C:30]([CH2:29][N:34]([CH3:1])[C:5]([C:8]2[CH:9]=[CH:10][C:11]3[NH:17][C@@H:16]([CH2:18][C:19]([O:21][CH3:22])=[O:20])[C:15](=[O:23])[N:14]([CH3:24])[CH2:13][C:12]=3[CH:25]=2)=[O:7])[CH:31]=[CH:26][CH:46]=1, predict the reactants needed to synthesize it. The reactants are: [CH2:1](Cl)CCl.[C:5]([C:8]1[CH:9]=[CH:10][C:11]2[NH:17][C@@H:16]([CH2:18][C:19]([O:21][CH3:22])=[O:20])[C:15](=[O:23])[N:14]([CH3:24])[CH2:13][C:12]=2[CH:25]=1)([OH:7])=O.[CH:26]1C=C[C:29]2[N:34](O)N=[N:32][C:30]=2[CH:31]=1.O.CCN(C(C)C)C(C)C.[CH3:46][C:47]#[N:48]. (5) Given the product [N:15]1[C:16]2[C:11](=[CH:10][CH:9]=[CH:8][C:7]=2[C:19]2[CH2:20][CH:21]=[C:22]([CH3:23])[C:18]=2[CH3:17])[CH:12]=[CH:13][CH:14]=1, predict the reactants needed to synthesize it. The reactants are: [Li]CCCC.Br[C:7]1[CH:8]=[CH:9][CH:10]=[C:11]2[C:16]=1[N:15]=[CH:14][CH:13]=[CH:12]2.[CH3:17][C:18]1[C:19](=O)[CH2:20][CH2:21][C:22]=1[CH3:23].Cl.N. (6) Given the product [CH3:1][O:2][C:3]1[CH:4]=[C:5]([CH:23]=[CH:24][C:25]=1[O:26][CH3:27])[CH2:6][CH:7]1[C:16]2[C:11](=[CH:12][C:13]([O:21][CH3:22])=[C:14]([O:17][CH:18]([CH3:20])[CH3:19])[CH:15]=2)[CH2:10][CH2:9][N:8]1[CH2:29][C:30]([NH:44][CH:35]1[C:36]2[C:41](=[CH:40][CH:39]=[CH:38][CH:37]=2)[CH2:42][CH2:43][CH:34]1[CH3:33])=[O:31], predict the reactants needed to synthesize it. The reactants are: [CH3:1][O:2][C:3]1[CH:4]=[C:5]([CH:23]=[CH:24][C:25]=1[O:26][CH3:27])[CH2:6][CH:7]1[C:16]2[C:11](=[CH:12][C:13]([O:21][CH3:22])=[C:14]([O:17][CH:18]([CH3:20])[CH3:19])[CH:15]=2)[CH2:10][CH2:9][NH:8]1.Br[CH2:29][C:30](Br)=[O:31].[CH3:33][CH:34]1[CH2:43][CH2:42][C:41]2[C:36](=[CH:37][CH:38]=[CH:39][CH:40]=2)[CH:35]1[NH2:44]. (7) Given the product [N:18]1[C:25]([NH2:26])=[N:24][C:22]([NH2:23])=[N:21][C:19]=1[NH2:20].[CH2:11]=[O:12], predict the reactants needed to synthesize it. The reactants are: C=CC1C=CC=CC=1.C1C(=O)O[C:11](=[O:12])C=1.C=O.[N:18]1[C:25]([NH2:26])=[N:24][C:22]([NH2:23])=[N:21][C:19]=1[NH2:20].[OH-].[Na+].